From a dataset of Catalyst prediction with 721,799 reactions and 888 catalyst types from USPTO. Predict which catalyst facilitates the given reaction. (1) Reactant: [CH:1]([N:14]1[CH2:17][C:16](=[N:18][NH:19][C:20]([O:22][C:23]([CH3:26])([CH3:25])[CH3:24])=[O:21])[CH2:15]1)([C:8]1[CH:13]=[CH:12][CH:11]=[CH:10][CH:9]=1)[C:2]1[CH:7]=[CH:6][CH:5]=[CH:4][CH:3]=1.C([BH3-])#N.[Na+]. Product: [CH:1]([N:14]1[CH2:17][CH:16]([NH:18][NH:19][C:20]([O:22][C:23]([CH3:26])([CH3:25])[CH3:24])=[O:21])[CH2:15]1)([C:8]1[CH:13]=[CH:12][CH:11]=[CH:10][CH:9]=1)[C:2]1[CH:3]=[CH:4][CH:5]=[CH:6][CH:7]=1. The catalyst class is: 15. (2) Reactant: [CH2:1]([N:8]1[C:13](=[O:14])[C:12]2[N:15]=[CH:16][CH:17]=[CH:18][C:11]=2[N:10]=[C:9]1[CH:19]([NH:22][CH2:23][CH2:24][N:25]([CH3:27])[CH3:26])[CH2:20][CH3:21])[C:2]1[CH:7]=[CH:6][CH:5]=[CH:4][CH:3]=1.[Br:28][C:29]1[CH:37]=[CH:36][C:32]([C:33](Cl)=[O:34])=[CH:31][CH:30]=1. Product: [CH2:1]([N:8]1[C:13](=[O:14])[C:12]2[N:15]=[CH:16][CH:17]=[CH:18][C:11]=2[N:10]=[C:9]1[CH:19]([N:22]([CH2:23][CH2:24][N:25]([CH3:27])[CH3:26])[C:33](=[O:34])[C:32]1[CH:36]=[CH:37][C:29]([Br:28])=[CH:30][CH:31]=1)[CH2:20][CH3:21])[C:2]1[CH:7]=[CH:6][CH:5]=[CH:4][CH:3]=1. The catalyst class is: 26. (3) Reactant: [OH:1][C:2]1([C:14]2[S:15][C:16]([C:19]3[CH:24]=[C:23]([NH:25][C:26]4[N:31]=[C:30]([O:32][CH:33]([CH3:35])[CH3:34])[CH:29]=[CH:28][N:27]=4)[CH:22]=[C:21]([CH3:36])[N:20]=3)=[CH:17][N:18]=2)[CH2:7][CH2:6][CH:5]([C:8]([O:10]C)=[O:9])[C:4]([CH3:13])([CH3:12])[CH2:3]1.[OH-].[K+].C(O)C. Product: [OH:1][C:2]1([C:14]2[S:15][C:16]([C:19]3[CH:24]=[C:23]([NH:25][C:26]4[N:31]=[C:30]([O:32][CH:33]([CH3:34])[CH3:35])[CH:29]=[CH:28][N:27]=4)[CH:22]=[C:21]([CH3:36])[N:20]=3)=[CH:17][N:18]=2)[CH2:7][CH2:6][CH:5]([C:8]([OH:10])=[O:9])[C:4]([CH3:13])([CH3:12])[CH2:3]1. The catalyst class is: 13. (4) Reactant: Cl[CH2:2][C:3]([N:5]1[CH2:10][CH2:9][N:8]([S:11]([C:14]2[CH:23]=[CH:22][C:21]3[C:16](=[CH:17][CH:18]=[CH:19][CH:20]=3)[CH:15]=2)(=[O:13])=[O:12])[CH2:7][CH2:6]1)=[O:4].[C:24]1([CH3:35])[CH:29]=[CH:28][C:27]([O:30]CC(O)=O)=[CH:26][CH:25]=1.CCN(C(C)C)C(C)C.CN(C(ON1N=NC2C=CC=NC1=2)=[N+](C)C)C.F[P-](F)(F)(F)(F)F. Product: [CH:15]1[C:16]2[C:21](=[CH:20][CH:19]=[CH:18][CH:17]=2)[CH:22]=[CH:23][C:14]=1[S:11]([N:8]1[CH2:9][CH2:10][N:5]([C:3](=[O:4])[CH2:2][O:30][C:27]2[CH:28]=[CH:29][C:24]([CH3:35])=[CH:25][CH:26]=2)[CH2:6][CH2:7]1)(=[O:13])=[O:12]. The catalyst class is: 2. (5) Reactant: [H-].[Na+].[N+:3]([C:6]1[CH:14]=[C:13]2[C:9]([CH:10]=[CH:11][NH:12]2)=[CH:8][CH:7]=1)([O-:5])=[O:4].Br[CH2:16][C:17]([O:19][CH2:20][CH3:21])=[O:18]. Product: [N+:3]([C:6]1[CH:14]=[C:13]2[C:9]([CH:10]=[CH:11][N:12]2[CH2:16][C:17]([O:19][CH2:20][CH3:21])=[O:18])=[CH:8][CH:7]=1)([O-:5])=[O:4]. The catalyst class is: 3.